This data is from Reaction yield outcomes from USPTO patents with 853,638 reactions. The task is: Predict the reaction yield, written as a fraction of the theoretical maximum amount of product (1.0 means a 100% yield; for example, 0.34 means a 34% yield). (1) The reactants are [CH2:1]([N:4]([CH2:24][CH:25]=[CH2:26])[C:5]1[CH:10]=[CH:9][C:8]([C:11]2[NH:16][C:15](=[O:17])[C:14]([C:18]([O:20][CH3:21])=[O:19])=[CH:13][C:12]=2[CH2:22][CH3:23])=[CH:7][CH:6]=1)C=C. The catalyst is C(Cl)Cl.CCOCC. The product is [N:4]1([C:5]2[CH:10]=[CH:9][C:8]([C:11]3[NH:16][C:15](=[O:17])[C:14]([C:18]([O:20][CH3:21])=[O:19])=[CH:13][C:12]=3[CH2:22][CH3:23])=[CH:7][CH:6]=2)[CH2:24][CH:25]=[CH:26][CH2:1]1. The yield is 0.710. (2) The reactants are [CH:1]1([N:7]([CH:18]2[CH2:23][CH2:22][CH2:21][CH2:20][CH2:19]2)[C:8]([NH:10][C:11]2[S:12][C:13]([CH:16]=O)=[CH:14][N:15]=2)=[O:9])[CH2:6][CH2:5][CH2:4][CH2:3][CH2:2]1.Cl.[NH:25]1[CH2:29][CH2:28][C:27](=[O:30])[NH:26]1.C(O[BH-](OC(=O)C)OC(=O)C)(=O)C.[Na+]. No catalyst specified. The product is [CH:18]1([N:7]([CH:1]2[CH2:6][CH2:5][CH2:4][CH2:3][CH2:2]2)[C:8]([NH:10][C:11]2[S:12][C:13]([CH2:16][N:25]3[CH2:29][CH2:28][C:27](=[O:30])[NH:26]3)=[CH:14][N:15]=2)=[O:9])[CH2:19][CH2:20][CH2:21][CH2:22][CH2:23]1. The yield is 0.160. (3) The reactants are [F:1][C:2]1([CH3:19])[CH2:7][C:6]([F:9])([F:8])[C@:5]([C:11]2[CH:16]=[CH:15][CH:14]=[CH:13][C:12]=2[F:17])([CH3:10])[NH:4][C:3]1=[O:18].FC(F)(F)C(O)=O.OS(O)(=O)=O.[N+:32]([O-])([OH:34])=[O:33].[OH-].[Na+]. No catalyst specified. The product is [F:1][C:2]1([CH3:19])[CH2:7][C:6]([F:9])([F:8])[C@:5]([C:11]2[CH:16]=[C:15]([N+:32]([O-:34])=[O:33])[CH:14]=[CH:13][C:12]=2[F:17])([CH3:10])[NH:4][C:3]1=[O:18]. The yield is 0.960. (4) The reactants are O[C:2]1([C:12]2[CH:17]=[CH:16][CH:15]=[CH:14][CH:13]=2)[C:10]2[C:5](=[CH:6][CH:7]=[CH:8][CH:9]=2)[NH:4][C:3]1=[O:11].[C:18]([C:22]1[CH:27]=[CH:26][C:25]([S:28]([NH:31][C:32]2[CH:37]=[CH:36][C:35]([CH3:38])=[C:34]([OH:39])[CH:33]=2)(=[O:30])=[O:29])=[CH:24][CH:23]=1)([CH3:21])([CH3:20])[CH3:19].C1(C)C=CC(S(O)(=O)=O)=CC=1. The catalyst is ClC(Cl)C. The product is [C:18]([C:22]1[CH:27]=[CH:26][C:25]([S:28]([NH:31][C:32]2[CH:33]=[C:34]([OH:39])[C:35]([CH3:38])=[CH:36][C:37]=2[C:2]2([C:12]3[CH:17]=[CH:16][CH:15]=[CH:14][CH:13]=3)[C:10]3[C:5](=[CH:6][CH:7]=[CH:8][CH:9]=3)[NH:4][C:3]2=[O:11])(=[O:30])=[O:29])=[CH:24][CH:23]=1)([CH3:21])([CH3:20])[CH3:19]. The yield is 0.880. (5) The reactants are Cl[C:2]1[CH:10]=[CH:9][CH:8]=[C:7]2[C:3]=1[CH2:4][CH2:5][CH:6]2[N:11]1[CH:16]=[CH:15][CH:14]=[C:13]([C:17]([NH:19][C:20]2[CH:25]=[CH:24][N:23]=[CH:22][CH:21]=2)=[O:18])[C:12]1=[O:26].[C:27]1(B(O)O)[CH:32]=[CH:31][CH:30]=[CH:29][CH:28]=1.C([O-])([O-])=O.[Na+].[Na+].O. The catalyst is COCCOC.Cl[Pd](Cl)([P](C1C=CC=CC=1)(C1C=CC=CC=1)C1C=CC=CC=1)[P](C1C=CC=CC=1)(C1C=CC=CC=1)C1C=CC=CC=1. The product is [O:26]=[C:12]1[C:13]([C:17]([NH:19][C:20]2[CH:21]=[CH:22][N:23]=[CH:24][CH:25]=2)=[O:18])=[CH:14][CH:15]=[CH:16][N:11]1[CH:6]1[C:2]2[C:3](=[C:7]([C:27]3[CH:32]=[CH:31][CH:30]=[CH:29][CH:28]=3)[CH:8]=[CH:9][CH:10]=2)[CH2:4][CH2:5]1. The yield is 0.100.